From a dataset of Reaction yield outcomes from USPTO patents with 853,638 reactions. Predict the reaction yield, written as a fraction of the theoretical maximum amount of product (1.0 means a 100% yield; for example, 0.34 means a 34% yield). (1) The reactants are [H-].[Na+].[NH2:3][C:4]1[N:13]=[CH:12][C:11]2[CH:10]=[CH:9][C:8]3[C:14]([C:18]([O:20][CH2:21][CH3:22])=[O:19])=[N:15][N:16]([CH3:17])[C:7]=3[C:6]=2[N:5]=1.[CH2:23]([N:25]=[C:26]=[O:27])[CH3:24]. The catalyst is CN(C)C=O. The product is [CH2:23]([NH:25][C:26]([NH:3][C:4]1[N:13]=[CH:12][C:11]2[CH:10]=[CH:9][C:8]3[C:14]([C:18]([O:20][CH2:21][CH3:22])=[O:19])=[N:15][N:16]([CH3:17])[C:7]=3[C:6]=2[N:5]=1)=[O:27])[CH3:24]. The yield is 0.500. (2) The reactants are [CH3:1][O:2][C:3]([C:5]1[C:14]([F:15])=[C:13]2[C:8]([CH:9](O)[C:10]([CH3:24])([CH3:23])[CH:11]([C:16]3[CH:21]=[CH:20][CH:19]=[C:18]([Br:22])[CH:17]=3)[NH:12]2)=[CH:7][CH:6]=1)=[O:4].C([SiH](CC)CC)C. The catalyst is FC(F)(F)C(O)=O. The product is [CH3:1][O:2][C:3]([C:5]1[C:14]([F:15])=[C:13]2[C:8]([CH2:9][C:10]([CH3:24])([CH3:23])[CH:11]([C:16]3[CH:21]=[CH:20][CH:19]=[C:18]([Br:22])[CH:17]=3)[NH:12]2)=[CH:7][CH:6]=1)=[O:4]. The yield is 0.500.